Dataset: Full USPTO retrosynthesis dataset with 1.9M reactions from patents (1976-2016). Task: Predict the reactants needed to synthesize the given product. Given the product [OH:24][C:22]1[CH:23]=[C:18]([NH:17][C:2]2[C:7]([C:8]#[N:9])=[CH:6][N:5]=[C:4]3[C:10]4[CH:16]=[CH:15][CH:14]=[CH:13][C:11]=4[O:12][C:3]=23)[CH:19]=[CH:20][C:21]=1[CH3:25], predict the reactants needed to synthesize it. The reactants are: Cl[C:2]1[C:7]([C:8]#[N:9])=[CH:6][N:5]=[C:4]2[C:10]3[CH:16]=[CH:15][CH:14]=[CH:13][C:11]=3[O:12][C:3]=12.[NH2:17][C:18]1[CH:23]=[C:22]([OH:24])[C:21]([CH3:25])=[CH:20][CH:19]=1.